From a dataset of TCR-epitope binding with 47,182 pairs between 192 epitopes and 23,139 TCRs. Binary Classification. Given a T-cell receptor sequence (or CDR3 region) and an epitope sequence, predict whether binding occurs between them. (1) The epitope is FVRATATIPI. The TCR CDR3 sequence is CASSYSGSGELFF. Result: 0 (the TCR does not bind to the epitope). (2) The epitope is VTEHDTLLY. The TCR CDR3 sequence is CASSLDRETQYF. Result: 0 (the TCR does not bind to the epitope).